Dataset: Catalyst prediction with 721,799 reactions and 888 catalyst types from USPTO. Task: Predict which catalyst facilitates the given reaction. Reactant: [C:1]([N:4]1[C:13]2[C:8](=[CH:9][C:10]([NH2:14])=[CH:11][CH:12]=2)[C:7]([C:16]2[CH:21]=[CH:20][CH:19]=[CH:18][CH:17]=2)([CH3:15])[CH2:6][C:5]1([CH3:23])[CH3:22])(=[O:3])[CH3:2].[N+:24]([C:27]1[CH:35]=[CH:34][C:30]([C:31](Cl)=[O:32])=[CH:29][CH:28]=1)([O-:26])=[O:25].C(N(CC)C(C)C)(C)C. Product: [C:1]([N:4]1[C:13]2[C:8](=[CH:9][C:10]([NH:14][C:31](=[O:32])[C:30]3[CH:29]=[CH:28][C:27]([N+:24]([O-:26])=[O:25])=[CH:35][CH:34]=3)=[CH:11][CH:12]=2)[C:7]([C:16]2[CH:21]=[CH:20][CH:19]=[CH:18][CH:17]=2)([CH3:15])[CH2:6][C:5]1([CH3:23])[CH3:22])(=[O:3])[CH3:2]. The catalyst class is: 7.